From a dataset of Catalyst prediction with 721,799 reactions and 888 catalyst types from USPTO. Predict which catalyst facilitates the given reaction. (1) Reactant: [F:1][C:2]1[C:12]2[C:11](=O)[CH:10]([C:14]([C:16]3[O:20][N:19]=[CH:18][CH:17]=3)=O)[CH2:9][CH2:8][CH2:7][C:6]=2[CH:5]=[C:4]([N:21]2[CH2:25][C@H:24]([CH2:26][NH:27][C:28](=[O:30])[CH3:29])[O:23][C:22]2=[O:31])[CH:3]=1.O.[NH2:33][NH2:34]. Product: [F:1][C:2]1[C:12]2[C:11]3[NH:33][N:34]=[C:14]([C:16]4[O:20][N:19]=[CH:18][CH:17]=4)[C:10]=3[CH2:9][CH2:8][CH2:7][C:6]=2[CH:5]=[C:4]([N:21]2[CH2:25][C@H:24]([CH2:26][NH:27][C:28](=[O:30])[CH3:29])[O:23][C:22]2=[O:31])[CH:3]=1. The catalyst class is: 8. (2) Reactant: CC([N:5]([C@@H:9]([CH3:16])[CH2:10][CH2:11][NH:12][CH:13]1[CH2:15][CH2:14]1)[C:6](=[O:8])[O-:7])(C)C.[CH3:17][C:18](N([C@@H](C)CC=O)C(=O)[O-])([CH3:20])[CH3:19].C1(N)CC1.C(O)(=O)C.C(O[BH-](OC(=O)C)OC(=O)C)(=O)C.[Na+]. Product: [CH:13]1([NH:12][CH2:11][CH2:10][C@@H:9]([NH:5][C:6](=[O:8])[O:7][C:18]([CH3:20])([CH3:19])[CH3:17])[CH3:16])[CH2:14][CH2:15]1. The catalyst class is: 68. (3) Reactant: [CH2:1]([O:3][C:4](=[O:31])[CH2:5][O:6][C:7]1[CH:12]=[CH:11][C:10]([S:13][C:14]2[CH:19]=[C:18]([C:20]#[C:21][CH2:22][C:23]3[CH:28]=[CH:27][CH:26]=[CH:25][CH:24]=3)[CH:17]=[C:16]([OH:29])[CH:15]=2)=[CH:9][C:8]=1[CH3:30])[CH3:2].[N:32]1([CH2:38][CH2:39][CH2:40]O)[CH2:37][CH2:36][O:35][CH2:34][CH2:33]1.C(P(CCCC)CCCC)CCC.N(C(N1CCCCC1)=O)=NC(N1CCCCC1)=O. Product: [CH2:1]([O:3][C:4](=[O:31])[CH2:5][O:6][C:7]1[CH:12]=[CH:11][C:10]([S:13][C:14]2[CH:19]=[C:18]([C:20]#[C:21][CH2:22][C:23]3[CH:28]=[CH:27][CH:26]=[CH:25][CH:24]=3)[CH:17]=[C:16]([O:29][CH2:40][CH2:39][CH2:38][N:32]3[CH2:37][CH2:36][O:35][CH2:34][CH2:33]3)[CH:15]=2)=[CH:9][C:8]=1[CH3:30])[CH3:2]. The catalyst class is: 1. (4) Reactant: [CH2:1]([NH:9][C:10]1[C:11]2[CH:18]=[C:17]([CH2:19]O)[S:16][C:12]=2[N:13]=[CH:14][N:15]=1)[CH2:2][C:3]1[CH:8]=[CH:7][CH:6]=[CH:5][CH:4]=1.C1(P(C2C=CC=CC=2)C2C=CC=CC=2)C=CC=CC=1.[Br:40]N1C(=O)CCC1=O. Product: [Br:40][CH2:19][C:17]1[S:16][C:12]2[N:13]=[CH:14][N:15]=[C:10]([NH:9][CH2:1][CH2:2][C:3]3[CH:8]=[CH:7][CH:6]=[CH:5][CH:4]=3)[C:11]=2[CH:18]=1. The catalyst class is: 1. (5) Reactant: [N+:1]([C:4]1[CH:9]=[CH:8][CH:7]=[CH:6][C:5]=1[CH2:10][C:11]([OH:13])=[O:12])([O-:3])=[O:2].S(=O)(=O)(O)O.[CH3:19]O. Product: [N+:1]([C:4]1[CH:9]=[CH:8][CH:7]=[CH:6][C:5]=1[CH2:10][C:11]([O:13][CH3:19])=[O:12])([O-:3])=[O:2]. The catalyst class is: 25. (6) Reactant: COC(=O)[CH2:4][NH:5][C:6](=[O:37])[C:7]1[CH:12]=[C:11]([Cl:13])[C:10]([O:14][C:15]2[CH:20]=[CH:19][N:18]=[CH:17][C:16]=2[C:21]([N:23]2[C:32]3[C:27](=[CH:28][CH:29]=[CH:30][CH:31]=3)[N:26]([CH:33]3[CH2:35][CH2:34]3)[CH2:25][CH2:24]2)=[O:22])=[CH:9][C:8]=1[Cl:36].[CH3:39][O:40][C:41]([C:43]1[N:44]([CH3:49])[CH:45]=C(N)[CH:47]=1)=[O:42]. Product: [CH3:39][O:40][C:41]([C:43]1[N:44]([CH3:49])[CH:45]=[C:4]([NH:5][C:6](=[O:37])[C:7]2[CH:12]=[C:11]([Cl:13])[C:10]([O:14][C:15]3[CH:20]=[CH:19][N:18]=[CH:17][C:16]=3[C:21]([N:23]3[C:32]4[C:27](=[CH:28][CH:29]=[CH:30][CH:31]=4)[N:26]([CH:33]4[CH2:35][CH2:34]4)[CH2:25][CH2:24]3)=[O:22])=[CH:9][C:8]=2[Cl:36])[CH:47]=1)=[O:42]. The catalyst class is: 644. (7) Reactant: [S:1]1[C:5]2[CH2:6][O:7][CH2:8][C:4]=2[CH:3]=[C:2]1[CH:9]=[O:10].[BH4-].[Na+].Cl. Product: [S:1]1[C:5]2[CH2:6][O:7][CH2:8][C:4]=2[CH:3]=[C:2]1[CH2:9][OH:10]. The catalyst class is: 214. (8) Reactant: [Br:1][C:2]1[C:10]([CH3:11])=[CH:9][CH:8]=[C:7]2[C:3]=1[C:4]([NH2:12])=[N:5][NH:6]2.CC1(C)OC(=O)[CH:17]([C:21]([CH:23]2[CH2:28][CH2:27][N:26]([C:29]([O:31][C:32]([CH3:35])([CH3:34])[CH3:33])=[O:30])[CH2:25][CH2:24]2)=O)[C:16](=O)[O:15]1.P([O-])([O-])([O-])=O.[K+].[K+].[K+]. Product: [Br:1][C:2]1[C:3]2[C:7]([CH:8]=[CH:9][C:10]=1[CH3:11])=[N:6][N:5]1[C:21]([CH:23]3[CH2:28][CH2:27][N:26]([C:29]([O:31][C:32]([CH3:35])([CH3:34])[CH3:33])=[O:30])[CH2:25][CH2:24]3)=[CH:17][C:16](=[O:15])[NH:12][C:4]=21. The catalyst class is: 10.